This data is from Full USPTO retrosynthesis dataset with 1.9M reactions from patents (1976-2016). The task is: Predict the reactants needed to synthesize the given product. (1) The reactants are: [F:1][C:2]1[CH:7]=[CH:6][C:5]([NH:8][CH2:9][C:10]2[N:11]([C:16]3[CH:21]=[CH:20][C:19]([CH3:22])=[CH:18][CH:17]=3)[C:12](=[S:15])[NH:13][N:14]=2)=[CH:4][CH:3]=1.Br[CH2:24][C:25]([OH:27])=[O:26].C(=O)([O-])[O-].[K+].[K+]. Given the product [F:1][C:2]1[CH:3]=[CH:4][C:5]([NH:8][CH2:9][C:10]2[N:11]([C:16]3[CH:17]=[CH:18][C:19]([CH3:22])=[CH:20][CH:21]=3)[C:12]([S:15][CH2:24][C:25]([OH:27])=[O:26])=[N:13][N:14]=2)=[CH:6][CH:7]=1, predict the reactants needed to synthesize it. (2) Given the product [F:33][C:32]([F:35])([F:34])[CH2:31][CH2:30][CH2:29][N:2]1[CH2:3][CH2:4][CH2:5][C:6]2[CH:11]=[C:10]([O:12][C:13]3[CH:21]=[CH:20][C:16]([C:17]([NH2:19])=[O:18])=[CH:15][N:14]=3)[CH:9]=[CH:8][C:7]=2[CH2:1]1, predict the reactants needed to synthesize it. The reactants are: [CH2:1]1[C:7]2[CH:8]=[CH:9][C:10]([O:12][C:13]3[CH:21]=[CH:20][C:16]([C:17]([NH2:19])=[O:18])=[CH:15][N:14]=3)=[CH:11][C:6]=2[CH2:5][CH2:4][CH2:3][NH:2]1.C([O-])([O-])=O.[K+].[K+].Br[CH2:29][CH2:30][CH2:31][C:32]([F:35])([F:34])[F:33].C(OCC)(=O)C. (3) Given the product [CH2:1]([CH:3]([N:6]1[CH2:11][CH2:10][N:9]([C:12]([C:14]2[CH:21]=[CH:20][C:17]([CH2:18][N:23]3[CH2:24][CH2:25][CH:26]4[CH:31]([CH2:30][CH2:29][CH2:28][CH2:27]4)[CH2:22]3)=[CH:16][CH:15]=2)=[O:13])[CH2:8][CH2:7]1)[CH2:4][CH3:5])[CH3:2], predict the reactants needed to synthesize it. The reactants are: [CH2:1]([CH:3]([N:6]1[CH2:11][CH2:10][N:9]([C:12]([C:14]2[CH:21]=[CH:20][C:17]([CH:18]=O)=[CH:16][CH:15]=2)=[O:13])[CH2:8][CH2:7]1)[CH2:4][CH3:5])[CH3:2].[CH2:22]1[CH:31]2[CH:26]([CH2:27][CH2:28][CH2:29][CH2:30]2)[CH2:25][CH2:24][NH:23]1. (4) Given the product [Cl:1][C:2]1[CH:3]=[C:4]([C:33]2[CH:34]=[CH:35][C:36]([C:39]([F:41])([F:40])[F:42])=[CH:37][CH:38]=2)[CH:5]=[C:6]([Cl:32])[C:7]=1[CH2:8][C@@H:9]1[CH2:13][CH2:12][N:11]([N:14]2[CH2:19][CH2:18][CH:17]([OH:20])[CH2:16][CH2:15]2)[C:10]1=[O:31], predict the reactants needed to synthesize it. The reactants are: [Cl:1][C:2]1[CH:3]=[C:4]([C:33]2[CH:38]=[CH:37][C:36]([C:39]([F:42])([F:41])[F:40])=[CH:35][CH:34]=2)[CH:5]=[C:6]([Cl:32])[C:7]=1[CH2:8][C@@H:9]1[CH2:13][CH2:12][N:11]([N:14]2[CH2:19][CH2:18][CH:17]([O:20][Si](C(C)C)(C(C)C)C(C)C)[CH2:16][CH2:15]2)[C:10]1=[O:31].O.C(O)(C(F)(F)F)=O. (5) Given the product [Cl:1][C:2]1[CH:24]=[C:23]([C:25]([F:28])([F:26])[F:27])[CH:22]=[CH:21][C:3]=1[CH2:4][N:5]1[C:9](/[CH:10]=[CH:11]/[C:12]([O:14][CH2:15][CH3:16])=[O:13])=[CH:8][C:7]([OH:17])=[N:6]1, predict the reactants needed to synthesize it. The reactants are: [Cl:1][C:2]1[CH:24]=[C:23]([C:25]([F:28])([F:27])[F:26])[CH:22]=[CH:21][C:3]=1[CH2:4][N:5]1[C:9](/[CH:10]=[CH:11]/[C:12]([O:14][CH2:15][CH3:16])=[O:13])=[CH:8][C:7]([O:17]COC)=[N:6]1.Cl.